Dataset: Reaction yield outcomes from USPTO patents with 853,638 reactions. Task: Predict the reaction yield, written as a fraction of the theoretical maximum amount of product (1.0 means a 100% yield; for example, 0.34 means a 34% yield). (1) The reactants are Cl[C:2]([CH:4]1[CH2:9][CH2:8][N:7]([C:10]([O:12][CH2:13][C:14]2[CH:19]=[CH:18][CH:17]=[CH:16][CH:15]=2)=[O:11])[CH2:6][CH2:5]1)=O.C(C1C=CC(S([N:33]2[C:37]3=[N:38][CH:39]=[C:40]([NH:42][NH2:43])[N:41]=[C:36]3[CH:35]=[CH:34]2)(=O)=O)=CC=1)(C)(C)C.CCN(C(C)C)C(C)C.O=S(Cl)Cl.C([O-])([O-])=O.[Na+].[Na+]. The catalyst is O1CCOCC1. The product is [C:2]1([CH:4]2[CH2:9][CH2:8][N:7]([C:10]([O:12][CH2:13][C:14]3[CH:19]=[CH:18][CH:17]=[CH:16][CH:15]=3)=[O:11])[CH2:6][CH2:5]2)[N:41]2[C:36]3[CH:35]=[CH:34][NH:33][C:37]=3[N:38]=[CH:39][C:40]2=[N:42][N:43]=1. The yield is 0.610. (2) The reactants are N1C=CN=C1.II.C1C=CC(P(C2C=CC=CC=2)C2C=CC=CC=2)=CC=1.[CH3:27][C:28]1[C:32]([C:33]2[C:34]([O:57][CH3:58])=[CH:35][C:36]3[C:37]4[N:47]([C@@H:48]([C:50]5[CH:55]=[CH:54][CH:53]=[CH:52][CH:51]=5)[CH3:49])[C:46](=[O:56])[O:45][C:38]=4[C:39]([CH2:43]O)=[N:40][C:41]=3[CH:42]=2)=[C:31]([CH3:59])[O:30][N:29]=1. The catalyst is C(Cl)Cl.O. The product is [CH3:27][C:28]1[C:32]([C:33]2[C:34]([O:57][CH3:58])=[CH:35][C:36]3[C:37]4[N:47]([C@@H:48]([C:50]5[CH:55]=[CH:54][CH:53]=[CH:52][CH:51]=5)[CH3:49])[C:46](=[O:56])[O:45][C:38]=4[C:39]([CH3:43])=[N:40][C:41]=3[CH:42]=2)=[C:31]([CH3:59])[O:30][N:29]=1. The yield is 0.400. (3) The reactants are OC1C2C(=C(N)C=CC=2)N=C(C(O)=O)C=1.C[O:17][C:18]([C:20]1[C:29]([CH2:30][CH2:31][C:32]2[CH:37]=[CH:36][CH:35]=[CH:34][CH:33]=2)=[C:28]([OH:38])[C:27]2[C:22](=[C:23]([NH2:39])[CH:24]=[CH:25][CH:26]=2)[N:21]=1)=[O:19]. No catalyst specified. The product is [C:32]1([CH2:31][CH2:30][C:29]2[C:20]([C:18]([OH:19])=[O:17])=[N:21][C:22]3[C:27]([C:28]=2[OH:38])=[CH:26][CH:25]=[CH:24][C:23]=3[NH2:39])[CH:33]=[CH:34][CH:35]=[CH:36][CH:37]=1. The yield is 0.920. (4) The reactants are [CH3:1][C:2]1[C:7]([C:8]2[N:9]([C:18]3[CH:23]=[CH:22][C:21]([S:24]([CH3:27])(=[O:26])=[O:25])=[CH:20][CH:19]=3)[CH2:10][C:11](O)([C:13]([F:16])([F:15])[F:14])[N:12]=2)=[CH:6][CH:5]=[CH:4][N:3]=1.O.C1(C)C=CC(S(O)(=O)=O)=CC=1. The catalyst is C1(C)C=CC=CC=1. The product is [CH3:1][C:2]1[C:7]([C:8]2[N:9]([C:18]3[CH:23]=[CH:22][C:21]([S:24]([CH3:27])(=[O:26])=[O:25])=[CH:20][CH:19]=3)[CH:10]=[C:11]([C:13]([F:15])([F:16])[F:14])[N:12]=2)=[CH:6][CH:5]=[CH:4][N:3]=1. The yield is 0.730. (5) The product is [CH2:1]([O:8][C:9]([N:11]1[C:15]2[CH:16]=[N:17][CH:18]=[C:19]([O:20][CH:21]3[CH2:26][CH2:25][NH:24][CH2:23][CH2:22]3)[C:14]=2[C:13]2[CH:34]=[C:35]([Br:38])[CH:36]=[N:37][C:12]1=2)=[O:10])[C:2]1[CH:7]=[CH:6][CH:5]=[CH:4][CH:3]=1. The catalyst is FC(F)(F)C(O)=O.ClCCl. The yield is 0.420. The reactants are [CH2:1]([O:8][C:9]([N:11]1[C:15]2[CH:16]=[N:17][CH:18]=[C:19]([O:20][CH:21]3[CH2:26][CH2:25][N:24](C(OC(C)(C)C)=O)[CH2:23][CH2:22]3)[C:14]=2[C:13]2[CH:34]=[C:35]([Br:38])[CH:36]=[N:37][C:12]1=2)=[O:10])[C:2]1[CH:7]=[CH:6][CH:5]=[CH:4][CH:3]=1. (6) The reactants are [CH2:1]([N:8]([CH2:28][C:29]1[CH:34]=[CH:33][CH:32]=[CH:31][CH:30]=1)[C@H:9]1[CH2:18][C:17]2[C:12](=[CH:13][CH:14]=[CH:15][C:16]=2B2OC(C)(C)C(C)(C)O2)[O:11][CH2:10]1)[C:2]1[CH:7]=[CH:6][CH:5]=[CH:4][CH:3]=1.Br[C:36]1[CH:37]=[N:38][C:39]([CH:42]2[CH2:44][CH2:43]2)=[N:40][CH:41]=1. No catalyst specified. The product is [CH2:28]([N:8]([CH2:1][C:2]1[CH:3]=[CH:4][CH:5]=[CH:6][CH:7]=1)[C@H:9]1[CH2:18][C:17]2[C:12](=[CH:13][CH:14]=[CH:15][C:16]=2[C:36]2[CH:37]=[N:38][C:39]([CH:42]3[CH2:44][CH2:43]3)=[N:40][CH:41]=2)[O:11][CH2:10]1)[C:29]1[CH:30]=[CH:31][CH:32]=[CH:33][CH:34]=1. The yield is 0.530.